Task: Predict the product of the given reaction.. Dataset: Forward reaction prediction with 1.9M reactions from USPTO patents (1976-2016) (1) Given the reactants [C:1]([C:3]1[C:12]2[C:7](=[CH:8][CH:9]=[CH:10][CH:11]=2)[C:6]([N:13]=[C:14]2[NH:18][CH2:17][C:16]3([CH2:22][CH2:21][CH2:20][CH2:19]3)[S:15]2)=[CH:5][CH:4]=1)#[N:2].[CH2:23](Br)[CH:24]([CH3:26])[CH3:25], predict the reaction product. The product is: [CH2:23]([N:18]1[CH2:17][C:16]2([CH2:19][CH2:20][CH2:21][CH2:22]2)[S:15][C:14]1=[N:13][C:6]1[C:7]2[C:12](=[CH:11][CH:10]=[CH:9][CH:8]=2)[C:3]([C:1]#[N:2])=[CH:4][CH:5]=1)[CH:24]([CH3:26])[CH3:25]. (2) Given the reactants [Cl:1][C:2]1[CH:3]=[C:4]([NH:19][C:20]2[C:30]3[CH:29]=[C:28]([C:31](O)=[O:32])[CH2:27][CH2:26][NH:25][C:24]=3[N:23]=[CH:22][N:21]=2)[CH:5]=[CH:6][C:7]=1[O:8][C:9]1[CH:14]=[CH:13][CH:12]=[C:11]([C:15]([F:18])([F:17])[F:16])[CH:10]=1.[CH3:34][C:35]([NH2:44])([CH3:43])[CH2:36][N:37]1[CH2:42][CH2:41][O:40][CH2:39][CH2:38]1.ON1C2C=CC=CC=2N=N1.Cl.C(N=C=NCCCN(C)C)C, predict the reaction product. The product is: [Cl:1][C:2]1[CH:3]=[C:4]([NH:19][C:20]2[C:30]3[CH:29]=[C:28]([C:31]([NH:44][C:35]([CH3:43])([CH3:34])[CH2:36][N:37]4[CH2:38][CH2:39][O:40][CH2:41][CH2:42]4)=[O:32])[CH2:27][CH2:26][NH:25][C:24]=3[N:23]=[CH:22][N:21]=2)[CH:5]=[CH:6][C:7]=1[O:8][C:9]1[CH:14]=[CH:13][CH:12]=[C:11]([C:15]([F:17])([F:18])[F:16])[CH:10]=1.